Dataset: Reaction yield outcomes from USPTO patents with 853,638 reactions. Task: Predict the reaction yield, written as a fraction of the theoretical maximum amount of product (1.0 means a 100% yield; for example, 0.34 means a 34% yield). (1) The reactants are [Br:1][C:2]1[CH:9]=[CH:8][C:5]([CH:6]=O)=[C:4]([O:10][C:11]2[CH:16]=[CH:15][CH:14]=[CH:13][CH:12]=2)[CH:3]=1.[N:17]1([C:23]([O:25][C:26]([CH3:29])([CH3:28])[CH3:27])=[O:24])[CH2:22][CH2:21][NH:20][CH2:19][CH2:18]1.ClCCl.C(O[BH-](OC(=O)C)OC(=O)C)(=O)C.[Na+]. The catalyst is O. The product is [Br:1][C:2]1[CH:9]=[CH:8][C:5]([CH2:6][N:20]2[CH2:19][CH2:18][N:17]([C:23]([O:25][C:26]([CH3:29])([CH3:28])[CH3:27])=[O:24])[CH2:22][CH2:21]2)=[C:4]([O:10][C:11]2[CH:16]=[CH:15][CH:14]=[CH:13][CH:12]=2)[CH:3]=1. The yield is 0.740. (2) The reactants are Cl[C:2]1[C:7]([NH2:8])=[CH:6][CH:5]=[CH:4][N:3]=1.[N+:9]([C:12]1[CH:13]=[C:14]([CH:18]=[CH:19][CH:20]=1)[C:15](Cl)=[O:16])([O-:11])=[O:10].C(O)(=O)C. The catalyst is N1C=CC=CC=1.CCOC(C)=O. The product is [N+:9]([C:12]1[CH:13]=[C:14]([C:15]2[O:16][C:2]3[C:7]([N:8]=2)=[CH:6][CH:5]=[CH:4][N:3]=3)[CH:18]=[CH:19][CH:20]=1)([O-:11])=[O:10]. The yield is 0.350. (3) The reactants are [CH3:1][C:2]1[N:7]=[C:6]2[S:8][C:9]3[CH2:14][CH2:13][CH2:12][CH2:11][C:10]=3[C:5]2=[C:4]([C:15]2[CH:20]=[CH:19][C:18]([CH3:21])=[CH:17][CH:16]=2)[C:3]=1[CH2:22][C:23]([O:25][CH3:26])=[O:24].ClC1C(=O)C(C#N)=C(C#N)C(=O)C=1Cl. The catalyst is ClC1C=CC=CC=1Cl. The product is [CH3:1][C:2]1[N:7]=[C:6]2[S:8][C:9]3[CH:14]=[CH:13][CH:12]=[CH:11][C:10]=3[C:5]2=[C:4]([C:15]2[CH:20]=[CH:19][C:18]([CH3:21])=[CH:17][CH:16]=2)[C:3]=1[CH2:22][C:23]([O:25][CH3:26])=[O:24]. The yield is 0.560. (4) The reactants are C([O:3][C:4](=[O:24])[CH2:5][CH:6]1[O:10][B:9]([OH:11])[C:8]2[CH:12]=[C:13]([O:17][C:18]3[CH:23]=[N:22][CH:21]=[CH:20][N:19]=3)[CH:14]=[C:15]([F:16])[C:7]1=2)C.[OH-].[Li+].Cl. The catalyst is C1COCC1.O. The product is [F:16][C:15]1[C:7]2[CH:6]([CH2:5][C:4]([OH:24])=[O:3])[O:10][B:9]([OH:11])[C:8]=2[CH:12]=[C:13]([O:17][C:18]2[CH:23]=[N:22][CH:21]=[CH:20][N:19]=2)[CH:14]=1. The yield is 0.138. (5) The reactants are Br[C:2]1[CH:3]=[CH:4][C:5](=O)[C:6]2[C:14]=1[C:13]1[C:8](=[CH:9][CH:10]=[CH:11][CH:12]=1)[C:7]=2Br.C([O-])([O-])=O.[K+].[K+].[C:23]1([SH:29])[CH:28]=[CH:27][CH:26]=[CH:25][CH:24]=1.[OH2:30]. The catalyst is CN(C=O)C. The product is [C:23]1([S:29][C:10]2[CH:11]=[CH:12][C:13]3[C:14]4[C:6](=[CH:5][C:4]([S:29][C:23]5[CH:28]=[CH:27][CH:26]=[CH:25][CH:24]=5)=[CH:3][CH:2]=4)[C:7](=[O:30])[C:8]=3[CH:9]=2)[CH:28]=[CH:27][CH:26]=[CH:25][CH:24]=1. The yield is 0.560. (6) The reactants are [CH:1]12[C:10](=[O:11])[O:9][C:7](=[O:8])[CH:2]1[CH2:3][CH2:4][CH2:5][CH2:6]2.[CH2:12]([CH:15]([CH2:18][CH2:19][CH2:20][CH2:21][CH3:22])[CH2:16][OH:17])[CH2:13][CH3:14].[CH2:23](Cl)[C:24]1[CH:29]=[CH:28][CH:27]=[CH:26][CH:25]=1. No catalyst specified. The product is [CH:2]1([C:7]([O:9][CH2:23][C:24]2[CH:29]=[CH:28][CH:27]=[CH:26][CH:25]=2)=[O:8])[CH2:3][CH2:4][CH2:5][CH2:6][CH:1]1[C:10]([O:17][CH2:16][CH:15]([CH2:12][CH2:13][CH3:14])[CH2:18][CH2:19][CH2:20][CH2:21][CH3:22])=[O:11]. The yield is 0.899. (7) The reactants are [CH2:1]([O:13][C:14]1[CH:15]=[C:16]([C:33](=[O:43])[C:34]([C:36]2[CH:41]=[CH:40][C:39]([OH:42])=[CH:38][CH:37]=2)=[O:35])[CH:17]=[CH:18][C:19]=1[O:20][CH2:21][CH2:22][CH2:23][CH2:24][CH2:25][CH2:26][CH2:27][CH2:28][CH2:29][CH2:30][CH2:31][CH3:32])[CH2:2][CH2:3][CH2:4][CH2:5][CH2:6][CH2:7][CH2:8][CH2:9][CH2:10][CH2:11][CH3:12].[C:44]([O-:47])([O-])=O.[K+].[K+].CN([CH:53]=[O:54])C. No catalyst specified. The product is [CH2:1]([O:13][C:14]1[CH:15]=[C:16]([C:33](=[O:43])[C:34]([C:36]2[CH:37]=[CH:38][C:39]([O:42][CH2:1][CH2:2][CH2:3][CH2:4][CH2:5][CH2:6][O:54][CH2:53][C:8]3([CH3:9])[CH2:44][O:47][CH2:7]3)=[CH:40][CH:41]=2)=[O:35])[CH:17]=[CH:18][C:19]=1[O:20][CH2:21][CH2:22][CH2:23][CH2:24][CH2:25][CH2:26][CH2:27][CH2:28][CH2:29][CH2:30][CH2:31][CH3:32])[CH2:2][CH2:3][CH2:4][CH2:5][CH2:6][CH2:7][CH2:8][CH2:9][CH2:10][CH2:11][CH3:12]. The yield is 0.520. (8) The reactants are C([O:8][C:9]1[C:14]([CH2:15][N:16]2[CH2:25][CH2:24][C:23]3[C:18](=[C:19]([Cl:34])[C:20]([C:27]4[C:28]([CH3:33])=[N:29][O:30][C:31]=4[CH3:32])=[CH:21][C:22]=3[Cl:26])[C:17]2=[O:35])=[C:13]([CH3:36])[CH:12]=[C:11]([CH3:37])[N:10]=1)C1C=CC=CC=1. The catalyst is FC(F)(F)C(O)=O. The product is [Cl:26][C:22]1[CH:21]=[C:20]([C:27]2[C:28]([CH3:33])=[N:29][O:30][C:31]=2[CH3:32])[C:19]([Cl:34])=[C:18]2[C:23]=1[CH2:24][CH2:25][N:16]([CH2:15][C:14]1[C:9](=[O:8])[NH:10][C:11]([CH3:37])=[CH:12][C:13]=1[CH3:36])[C:17]2=[O:35]. The yield is 0.750. (9) The reactants are Cl.[CH3:2][C:3]1([CH3:21])[CH2:7][C:6]2[C:8]([CH3:20])=[C:9]([N:14]3[CH2:19][CH2:18][NH:17][CH2:16][CH2:15]3)[C:10]([CH3:13])=[C:11]([CH3:12])[C:5]=2[O:4]1.Br[C:23]1[CH:28]=[CH:27][C:26]([O:29][CH3:30])=[C:25]([O:31][CH3:32])[CH:24]=1. No catalyst specified. The product is [CH3:30][O:29][C:26]1[CH:27]=[C:28]([N:17]2[CH2:16][CH2:15][N:14]([C:9]3[C:10]([CH3:13])=[C:11]([CH3:12])[C:5]4[O:4][C:3]([CH3:21])([CH3:2])[CH2:7][C:6]=4[C:8]=3[CH3:20])[CH2:19][CH2:18]2)[CH:23]=[CH:24][C:25]=1[O:31][CH3:32]. The yield is 0.320. (10) The reactants are Cl[C:2]1[C:3]2[CH:20]=[CH:19][C:18](=[O:21])[N:17]([C:22]3[C:27]([F:28])=[CH:26][CH:25]=[CH:24][C:23]=3[F:29])[C:4]=2[N:5]=[C:6]([NH:8][CH2:9][CH2:10][CH2:11][N:12]([CH2:15][CH3:16])[CH2:13][CH3:14])[N:7]=1.CC1(C)C(C)(C)OB([C:38]2[CH:46]=[CH:45][C:41]([C:42]([OH:44])=[O:43])=[CH:40][CH:39]=2)O1.C(=O)([O-])[O-].[K+].[K+]. The catalyst is O1CCOCC1.O.C1C=CC([P]([Pd]([P](C2C=CC=CC=2)(C2C=CC=CC=2)C2C=CC=CC=2)([P](C2C=CC=CC=2)(C2C=CC=CC=2)C2C=CC=CC=2)[P](C2C=CC=CC=2)(C2C=CC=CC=2)C2C=CC=CC=2)(C2C=CC=CC=2)C2C=CC=CC=2)=CC=1. The product is [CH2:13]([N:12]([CH2:15][CH3:16])[CH2:11][CH2:10][CH2:9][NH:8][C:6]1[N:7]=[C:2]([C:38]2[CH:46]=[CH:45][C:41]([C:42]([OH:44])=[O:43])=[CH:40][CH:39]=2)[C:3]2[CH:20]=[CH:19][C:18](=[O:21])[N:17]([C:22]3[C:27]([F:28])=[CH:26][CH:25]=[CH:24][C:23]=3[F:29])[C:4]=2[N:5]=1)[CH3:14]. The yield is 0.720.